Dataset: TCR-epitope binding with 47,182 pairs between 192 epitopes and 23,139 TCRs. Task: Binary Classification. Given a T-cell receptor sequence (or CDR3 region) and an epitope sequence, predict whether binding occurs between them. (1) The epitope is TLVPQEHYV. The TCR CDR3 sequence is CASSLGRGFGYEQYF. Result: 1 (the TCR binds to the epitope). (2) The epitope is RQLLFVVEV. The TCR CDR3 sequence is CASSSGRAEETQYF. Result: 1 (the TCR binds to the epitope). (3) The epitope is LLDFVRFMGV. The TCR CDR3 sequence is CSVEGTSGAENEQFF. Result: 0 (the TCR does not bind to the epitope). (4) The epitope is NLDSKVGGNY. The TCR CDR3 sequence is CATLGDMDSPVEQFF. Result: 1 (the TCR binds to the epitope). (5) The TCR CDR3 sequence is CASRGPGLAGLGELFF. Result: 0 (the TCR does not bind to the epitope). The epitope is GPGHKARVL. (6) The epitope is QASQEVKNW. The TCR CDR3 sequence is CASSLNPSAGIAWSEQFF. Result: 0 (the TCR does not bind to the epitope). (7) The epitope is KLSYGIATV. The TCR CDR3 sequence is CASSLGGGVAGKNIQYF. Result: 1 (the TCR binds to the epitope). (8) The epitope is KLSYGIATV. The TCR CDR3 sequence is CASSLLNTEAFF. Result: 1 (the TCR binds to the epitope). (9) The epitope is KPLEFGATSAAL. The TCR CDR3 sequence is CASSLLAGEKNEQFF. Result: 1 (the TCR binds to the epitope). (10) The epitope is GILGFVFTL. The TCR CDR3 sequence is CASSQDQPGQVFWEAFF. Result: 0 (the TCR does not bind to the epitope).